This data is from Reaction yield outcomes from USPTO patents with 853,638 reactions. The task is: Predict the reaction yield, written as a fraction of the theoretical maximum amount of product (1.0 means a 100% yield; for example, 0.34 means a 34% yield). (1) The reactants are [CH:1]1([CH2:4][O:5][NH:6][C:7]([C:9]2[C:25]([NH:26][C:27]3[CH:32]=[CH:31][C:30]([C:33]#[N:34])=[CH:29][C:28]=3[CH3:35])=[C:24]([F:36])[C:12]3[N:13]=[C:14](COCC[Si](C)(C)C)[NH:15][C:11]=3[CH:10]=2)=[O:8])[CH2:3][CH2:2]1.Cl.[OH-].[Na+]. The catalyst is CCO. The product is [CH:1]1([CH2:4][O:5][NH:6][C:7]([C:9]2[C:25]([NH:26][C:27]3[CH:32]=[CH:31][C:30]([C:33]#[N:34])=[CH:29][C:28]=3[CH3:35])=[C:24]([F:36])[C:12]3[N:13]=[CH:14][NH:15][C:11]=3[CH:10]=2)=[O:8])[CH2:3][CH2:2]1. The yield is 0.900. (2) The reactants are [CH3:1][O:2][C:3]1[CH:4]=[C:5]2[C:10](=[CH:11][C:12]=1[O:13][CH3:14])[N:9]=[CH:8][N:7]=[C:6]2[O:15][C:16]1[CH:22]=[CH:21][C:19]([NH2:20])=[CH:18][CH:17]=1.ClC(Cl)(O[C:27](=[O:33])OC(Cl)(Cl)Cl)Cl.[CH:35]1([CH2:41][N:42]2[CH2:46][CH2:45][CH:44]([NH2:47])[CH2:43]2)[CH2:40][CH2:39][CH2:38][CH2:37][CH2:36]1.C(=O)([O-])O.[Na+]. The catalyst is C(N(CC)CC)C.C(Cl)(Cl)Cl. The product is [CH:35]1([CH2:41][N:42]2[CH2:46][CH2:45][CH:44]([NH:47][C:27]([NH:20][C:19]3[CH:21]=[CH:22][C:16]([O:15][C:6]4[C:5]5[C:10](=[CH:11][C:12]([O:13][CH3:14])=[C:3]([O:2][CH3:1])[CH:4]=5)[N:9]=[CH:8][N:7]=4)=[CH:17][CH:18]=3)=[O:33])[CH2:43]2)[CH2:36][CH2:37][CH2:38][CH2:39][CH2:40]1. The yield is 0.550. (3) The reactants are [C-:1]#[N:2].[K+].[Br:4][C:5]1[C:6](F)=[N:7][CH:8]=[C:9]([CH3:11])[CH:10]=1.O. The catalyst is CS(C)=O. The product is [Br:4][C:5]1[C:6]([C:1]#[N:2])=[N:7][CH:8]=[C:9]([CH3:11])[CH:10]=1. The yield is 0.480. (4) The yield is 0.970. The product is [Cl:17][C:18]1[CH:34]=[C:33]([C:35]([F:38])([F:36])[F:37])[CH:32]=[CH:31][C:19]=1[CH2:20][N:21]1[C:25](/[CH:26]=[CH:9]/[C:10]([O:12][CH2:13][CH3:14])=[O:11])=[CH:24][C:23]([CH:28]2[CH2:29][CH2:30]2)=[N:22]1. The catalyst is CN(C)C=O.O1CCCC1. The reactants are C(OP([CH2:9][C:10]([O:12][CH2:13][CH3:14])=[O:11])(OCC)=O)C.[H-].[Na+].[Cl:17][C:18]1[CH:34]=[C:33]([C:35]([F:38])([F:37])[F:36])[CH:32]=[CH:31][C:19]=1[CH2:20][N:21]1[C:25]([CH:26]=O)=[CH:24][C:23]([CH:28]2[CH2:30][CH2:29]2)=[N:22]1.[Cl-].[NH4+]. (5) The reactants are [C:1]([O:5][C:6](=[O:15])[NH:7][C:8]1[CH:13]=[C:12]([Cl:14])[CH:11]=[CH:10][N:9]=1)([CH3:4])([CH3:3])[CH3:2].[Li]CCCC.CN([CH:24]=[O:25])C. The catalyst is C1COCC1. The product is [Cl:14][C:12]1[CH:11]=[CH:10][N:9]=[C:8]([NH:7][C:6](=[O:15])[O:5][C:1]([CH3:4])([CH3:2])[CH3:3])[C:13]=1[CH:24]=[O:25]. The yield is 0.420. (6) The reactants are CS(C)=O.C(Cl)(=O)C(Cl)=O.[Cl:11][C:12]1[CH:28]=[C:27]([Cl:29])[CH:26]=[CH:25][C:13]=1[CH2:14][N:15]1[C:19]([CH2:20][OH:21])=[CH:18][C:17]([CH:22]([CH3:24])[CH3:23])=[N:16]1.C(N(CC)CC)C. The catalyst is ClCCl. The product is [Cl:11][C:12]1[CH:28]=[C:27]([Cl:29])[CH:26]=[CH:25][C:13]=1[CH2:14][N:15]1[C:19]([CH:20]=[O:21])=[CH:18][C:17]([CH:22]([CH3:24])[CH3:23])=[N:16]1. The yield is 0.900.